From a dataset of Forward reaction prediction with 1.9M reactions from USPTO patents (1976-2016). Predict the product of the given reaction. (1) Given the reactants [F:1][C:2]1[CH:9]=[C:8]([OH:10])[CH:7]=[CH:6][C:3]=1[C:4]#[N:5].C(=O)([O-])[O-].[K+].[K+].[C:17]([O:21][C:22](=[O:26])[CH:23](Br)[CH3:24])([CH3:20])([CH3:19])[CH3:18], predict the reaction product. The product is: [C:17]([O:21][C:22](=[O:26])[CH:23]([O:10][C:8]1[CH:7]=[CH:6][C:3]([C:4]#[N:5])=[C:2]([F:1])[CH:9]=1)[CH3:24])([CH3:20])([CH3:19])[CH3:18]. (2) Given the reactants [N+:1]([C:4]1[CH:9]=[CH:8][C:7]([C:10]2[CH:15]=[CH:14][C:13](C(O)=O)=[CH:12][CH:11]=2)=[CH:6][CH:5]=1)([O-:3])=[O:2].S(Cl)(Cl)=[O:20].[CH3:23][N:24]([CH:26]=[O:27])C.[CH3:28][CH2:29][O:30][CH2:31]C, predict the reaction product. The product is: [CH2:29]([O:30][C:31](=[O:20])[CH2:23][NH:24][C:26]([C:13]1[CH:12]=[CH:11][C:10]([C:7]2[CH:6]=[CH:5][C:4]([N+:1]([O-:3])=[O:2])=[CH:9][CH:8]=2)=[CH:15][CH:14]=1)=[O:27])[CH3:28]. (3) Given the reactants Cl.Cl.[F:3][C:4]1[CH:9]=[CH:8][C:7]([C:10]2[C:19]3[CH2:18][NH:17][CH2:16][C:15]([CH3:21])([CH3:20])[C:14]=3[N:13]=[C:12]([CH:22]([CH3:24])[CH3:23])[C:11]=2[CH:25]([OH:30])[C:26]([O:28][CH3:29])=[O:27])=[CH:6][CH:5]=1.CCN(CC)CC.[F:45][C:44]([F:47])([F:46])[C:43](O[C:43](=[O:48])[C:44]([F:47])([F:46])[F:45])=[O:48].C(O[C:55]([CH3:58])([CH3:57])[CH3:56])(=O)C.Cl(O)(=O)(=O)=O, predict the reaction product. The product is: [C:55]([O:30][CH:25]([C:11]1[C:12]([CH:22]([CH3:24])[CH3:23])=[N:13][C:14]2[C:15]([CH3:20])([CH3:21])[CH2:16][N:17]([C:43](=[O:48])[C:44]([F:45])([F:46])[F:47])[CH2:18][C:19]=2[C:10]=1[C:7]1[CH:8]=[CH:9][C:4]([F:3])=[CH:5][CH:6]=1)[C:26]([O:28][CH3:29])=[O:27])([CH3:58])([CH3:57])[CH3:56]. (4) The product is: [C:14]([O:10][C:8]([C:6]1[S:7][C:3]([CH2:1][Cl:32])=[CH:4][CH:5]=1)=[O:9])([CH3:17])([CH3:16])[CH3:15]. Given the reactants [CH:1]([C:3]1[S:7][C:6]([C:8]([OH:10])=[O:9])=[CH:5][CH:4]=1)=O.C(OC(O[C:14]([CH3:17])([CH3:16])[CH3:15])=O)(O[C:14]([CH3:17])([CH3:16])[CH3:15])=O.[BH4-].[Na+].CS([Cl:32])(=O)=O.C(N(C(C)C)CC)(C)C, predict the reaction product. (5) Given the reactants [CH3:1][C:2]1([CH3:32])[CH2:11][C:10]2[C:5](=[CH:6][CH:7]=[C:8]([C:12]([O:14]C)=[O:13])[CH:9]=2)[NH:4][CH:3]1[C:16]1[CH:21]=[CH:20][CH:19]=[CH:18][C:17]=1[NH:22][S:23]([C:26]1[CH:31]=[CH:30][CH:29]=[CH:28][CH:27]=1)(=[O:25])=[O:24].[OH-].[Na+], predict the reaction product. The product is: [CH3:1][C:2]1([CH3:32])[CH2:11][C:10]2[C:5](=[CH:6][CH:7]=[C:8]([C:12]([OH:14])=[O:13])[CH:9]=2)[NH:4][CH:3]1[C:16]1[CH:21]=[CH:20][CH:19]=[CH:18][C:17]=1[NH:22][S:23]([C:26]1[CH:31]=[CH:30][CH:29]=[CH:28][CH:27]=1)(=[O:24])=[O:25]. (6) Given the reactants [Si:1]([O:8][CH:9]1[CH:13]([CH3:14])[NH:12][C:11](=[O:15])[C:10]1([CH3:17])[CH3:16])([C:4]([CH3:7])([CH3:6])[CH3:5])([CH3:3])[CH3:2].[Cl:18][C:19]1[C:26]([CH3:27])=[C:25](I)[CH:24]=[CH:23][C:20]=1[C:21]#[N:22].C(=O)([O-])[O-].[Cs+].[Cs+].C1(P(C2C=CC=CC=2)C2C3OC4C(=CC=CC=4P(C4C=CC=CC=4)C4C=CC=CC=4)C(C)(C)C=3C=CC=2)C=CC=CC=1, predict the reaction product. The product is: [Si:1]([O:8][C@H:9]1[C@H:13]([CH3:14])[N:12]([C:25]2[CH:24]=[CH:23][C:20]([C:21]#[N:22])=[C:19]([Cl:18])[C:26]=2[CH3:27])[C:11](=[O:15])[C:10]1([CH3:16])[CH3:17])([C:4]([CH3:7])([CH3:6])[CH3:5])([CH3:3])[CH3:2]. (7) Given the reactants [CH3:1][C:2]1[N:3]=[CH:4][C:5]2[C:10]([CH:11]=1)=[CH:9][C:8]([CH2:12]O)=[CH:7][CH:6]=2.O=S(Cl)[Cl:16], predict the reaction product. The product is: [Cl:16][CH2:12][C:8]1[CH:9]=[C:10]2[C:5](=[CH:6][CH:7]=1)[CH:4]=[N:3][C:2]([CH3:1])=[CH:11]2. (8) Given the reactants [N:1]([CH2:4][CH2:5][CH2:6][C:7]1[CH:8]=[C:9]([C:14]2([C:17]#[N:18])[CH2:16][CH2:15]2)[CH:10]=[C:11]([Br:13])[CH:12]=1)=[N+]=[N-].C1C=CC(P(C2C=CC=CC=2)C2C=CC=CC=2)=CC=1.C(=O)([O-])[O-].[K+].[K+].[C:44](O[C:44]([O:46][C:47]([CH3:50])([CH3:49])[CH3:48])=[O:45])([O:46][C:47]([CH3:50])([CH3:49])[CH3:48])=[O:45], predict the reaction product. The product is: [Br:13][C:11]1[CH:12]=[C:7]([CH2:6][CH2:5][CH2:4][NH:1][C:44](=[O:45])[O:46][C:47]([CH3:50])([CH3:49])[CH3:48])[CH:8]=[C:9]([C:14]2([C:17]#[N:18])[CH2:16][CH2:15]2)[CH:10]=1. (9) Given the reactants O.[OH-].[Li+].[CH2:4]([C:7]1[S:8][CH:9]=[C:10]([C:12]([O:14]CC)=[O:13])[N:11]=1)[CH2:5][CH3:6].Cl, predict the reaction product. The product is: [CH2:4]([C:7]1[S:8][CH:9]=[C:10]([C:12]([OH:14])=[O:13])[N:11]=1)[CH2:5][CH3:6]. (10) Given the reactants [O:1]=[C:2]1[C:7]2[CH:8]=[CH:9][CH:10]=[CH:11][C:6]=2[S:5][C:4]([C:12]2[N:17]=[C:16]([CH2:18][CH2:19][C:20]#[N:21])[CH:15]=[CH:14][CH:13]=2)=[N:3]1.C[Si]([N:26]=[N+:27]=[N-:28])(C)C.C([Sn](=O)CCCC)CCC, predict the reaction product. The product is: [NH:26]1[C:20]([CH2:19][CH2:18][C:16]2[N:17]=[C:12]([C:4]3[S:5][C:6]4[CH:11]=[CH:10][CH:9]=[CH:8][C:7]=4[C:2](=[O:1])[N:3]=3)[CH:13]=[CH:14][CH:15]=2)=[N:21][N:28]=[N:27]1.